This data is from Forward reaction prediction with 1.9M reactions from USPTO patents (1976-2016). The task is: Predict the product of the given reaction. (1) Given the reactants Br[C:2]1[CH:3]=[C:4]([C:8]2([C:20](=[S:22])[NH2:21])[CH2:14][C@H:13]3[N:15]([CH2:16][C:17]([Cl:19])=[CH2:18])[C@H:10]([CH:11]=[CH:12]3)[CH2:9]2)[CH:5]=[N:6][CH:7]=1.[CH3:23][N:24](C)C(=O)C, predict the reaction product. The product is: [Cl:19][C:17](=[CH2:18])[CH2:16][N:15]1[C@H:13]2[CH:12]=[CH:11][C@@H:10]1[CH2:9][C:8]([C:4]1[CH:5]=[N:6][CH:7]=[C:2]([C:23]#[N:24])[CH:3]=1)([C:20](=[S:22])[NH2:21])[CH2:14]2. (2) Given the reactants Cl.FC1C=C(C=CC=1)CN1C=C(C2C3C(=NC=C(C4C=CC(C5CCNCC5)=CC=4)C=3)N(S(C3C=CC(C)=CC=3)(=O)=O)C=2)C=N1.[F:46][C:47]1[CH:48]=[C:49]([CH:96]=[CH:97][CH:98]=1)[CH2:50][N:51]1[CH:55]=[C:54]([C:56]2[C:64]3[C:59](=[N:60][CH:61]=[C:62]([C:65]4[CH:70]=[CH:69][C:68]([CH:71]5[CH2:76][CH2:75][N:74]([C:77]([O:79][C:80]([CH3:83])([CH3:82])[CH3:81])=[O:78])[CH2:73][CH2:72]5)=[C:67]([O:84][CH3:85])[CH:66]=4)[CH:63]=3)[N:58](S(C3C=CC(C)=CC=3)(=O)=O)[CH:57]=2)[CH:53]=[N:52]1.[OH-].[Li+], predict the reaction product. The product is: [F:46][C:47]1[CH:48]=[C:49]([CH:96]=[CH:97][CH:98]=1)[CH2:50][N:51]1[CH:55]=[C:54]([C:56]2[C:64]3[C:59](=[N:60][CH:61]=[C:62]([C:65]4[CH:70]=[CH:69][C:68]([CH:71]5[CH2:76][CH2:75][N:74]([C:77]([O:79][C:80]([CH3:83])([CH3:82])[CH3:81])=[O:78])[CH2:73][CH2:72]5)=[C:67]([O:84][CH3:85])[CH:66]=4)[CH:63]=3)[NH:58][CH:57]=2)[CH:53]=[N:52]1. (3) Given the reactants Cl.Cl.[NH2:3][CH2:4][C@@:5]1([OH:13])[CH:10]2[CH2:11][CH2:12][N:7]([CH2:8][CH2:9]2)[CH2:6]1.[N:14]1([C:19]2[N:24]=[CH:23][N:22]=[C:21]([N:25]=[C:26](SC)SC)[CH:20]=2)[CH:18]=[N:17][CH:16]=[N:15]1.C(=O)([O-])[O-:32].[Cs+].[Cs+], predict the reaction product. The product is: [CH3:5][OH:13].[NH4+:3].[OH-:32].[N:14]1([C:19]2[N:24]=[CH:23][N:22]=[C:21]([NH:25][C:26]3[O:13][C@:5]4([CH2:4][N:3]=3)[CH:10]3[CH2:9][CH2:8][N:7]([CH2:12][CH2:11]3)[CH2:6]4)[CH:20]=2)[CH:18]=[N:17][CH:16]=[N:15]1. (4) Given the reactants CO[C:3]1[CH2:7][N:6]([CH3:8])[C:5](=[O:9])[CH:4]=1.[NH2:10][C:11]1[C:18]([Br:19])=[CH:17][CH:16]=[CH:15][C:12]=1[C:13]#[N:14], predict the reaction product. The product is: [Br:19][C:18]1[C:11]([NH:10][C:3]2[CH2:7][N:6]([CH3:8])[C:5](=[O:9])[CH:4]=2)=[C:12]([CH:15]=[CH:16][CH:17]=1)[C:13]#[N:14]. (5) The product is: [C:1]([O:5][C:6](=[O:17])[NH:7][C:8]1[N:9]=[C:10]2[N:14]([CH:15]=1)[CH:13]=[C:12]([C:41]1[CH:42]=[CH:43][C:38]([C:35]3[NH:34][C:33]([C@@H:29]4[CH2:30][CH2:31][CH2:32][N:28]4[C:26](=[O:27])[C@@H:22]([NH:21][C:20]([O:19][CH3:18])=[O:53])[CH:23]([CH3:25])[CH3:24])=[N:37][CH:36]=3)=[CH:39][CH:40]=1)[S:11]2)([CH3:4])([CH3:3])[CH3:2]. Given the reactants [C:1]([O:5][C:6](=[O:17])[NH:7][C:8]1[N:9]=[C:10]2[N:14]([CH:15]=1)[CH:13]=[C:12](Br)[S:11]2)([CH3:4])([CH3:3])[CH3:2].[CH3:18][O:19][C:20](=[O:53])[NH:21][C@H:22]([C:26]([N:28]1[CH2:32][CH2:31][CH2:30][C@H:29]1[C:33]1[NH:34][C:35]([C:38]2[CH:43]=[CH:42][C:41](B3OC(C)(C)C(C)(C)O3)=[CH:40][CH:39]=2)=[CH:36][N:37]=1)=[O:27])[CH:23]([CH3:25])[CH3:24], predict the reaction product. (6) The product is: [CH2:25]([O:1][C:2]1[CH:3]=[CH:4][C:5]([C:8]2([C:18]3[CH:19]=[CH:20][C:21]([O:24][CH2:33][CH:34]4[O:35][CH2:36]4)=[CH:22][CH:23]=3)[CH:9]3[CH2:17][CH:13]4[CH2:12][CH:11]([CH2:16][CH:15]2[CH2:14]4)[CH2:10]3)=[CH:6][CH:7]=1)[CH:27]1[O:29][CH2:28]1. Given the reactants [OH:1][C:2]1[CH:7]=[CH:6][C:5]([C:8]2([C:18]3[CH:23]=[CH:22][C:21]([OH:24])=[CH:20][CH:19]=3)[CH:15]3[CH2:16][CH:11]4[CH2:12][CH:13]([CH2:17][CH:9]2[CH2:10]4)[CH2:14]3)=[CH:4][CH:3]=1.[CH2:25]([CH:27]1[O:29][CH2:28]1)Cl.[OH-].[Na+].C[CH2:33][C:34]([CH3:36])=[O:35], predict the reaction product. (7) Given the reactants [N:1]([C:9]([O:11][CH:12]([CH3:14])[CH3:13])=[O:10])=[N:1][C:9]([O:11][CH:12]([CH3:14])[CH3:13])=[O:10].[C:15]1(P(C2C=CC=CC=2)C2C=CC=CC=2)C=CC=C[CH:16]=1.[C:34](C(CN)O)(OC(C)(C)C)=O.[SH:45][C:46]1[CH:55]=[CH:54][C:49]([C:50]([O:52][CH3:53])=[O:51])=[CH:48][CH:47]=1, predict the reaction product. The product is: [C:12]([O:11][C:9]([NH:1][CH2:15][CH2:16][S:45][C:46]1[CH:47]=[CH:48][C:49]([C:50]([O:52][CH3:53])=[O:51])=[CH:54][CH:55]=1)=[O:10])([CH3:13])([CH3:14])[CH3:34].